This data is from Forward reaction prediction with 1.9M reactions from USPTO patents (1976-2016). The task is: Predict the product of the given reaction. (1) Given the reactants C([O:3][C:4]([C:6]1[N:7]([CH2:18][Si:19]([CH3:22])([CH3:21])[CH3:20])[N:8]=[N:9][C:10]=1[C:11]1[CH:16]=[CH:15][C:14]([F:17])=[CH:13][CH:12]=1)=O)C.[H-].[Al+3].[Li+].[H-].[H-].[H-].O.[OH-].[Na+], predict the reaction product. The product is: [F:17][C:14]1[CH:15]=[CH:16][C:11]([C:10]2[N:9]=[N:8][N:7]([CH2:18][Si:19]([CH3:20])([CH3:21])[CH3:22])[C:6]=2[CH2:4][OH:3])=[CH:12][CH:13]=1. (2) The product is: [Cl:1][C:2]1[C:3]([CH2:14][CH3:15])=[C:4]([Cl:13])[C:5]2[O:10][CH2:9][C:8](=[O:11])[N:7]([CH2:25][CH2:24][CH2:23][Cl:22])[C:6]=2[CH:12]=1. Given the reactants [Cl:1][C:2]1[C:3]([CH2:14][CH3:15])=[C:4]([Cl:13])[C:5]2[O:10][CH2:9][C:8](=[O:11])[NH:7][C:6]=2[CH:12]=1.C([O-])([O-])=O.[Cs+].[Cs+].[Cl:22][CH2:23][CH2:24][CH2:25]I, predict the reaction product.